From a dataset of Forward reaction prediction with 1.9M reactions from USPTO patents (1976-2016). Predict the product of the given reaction. Given the reactants [N:1]1[C:2]([C:10]2[CH:11]=[C:12]([CH2:16][NH2:17])[CH:13]=[CH:14][CH:15]=2)=[CH:3][N:4]2[C:9]=1[CH:8]=[CH:7][CH:6]=[N:5]2.C([O-])([O-])=O.[K+].[K+].C1N=CN([C:29]([N:31]2[CH:35]=[N:34][CH:33]=[CH:32]2)=[O:30])C=1.[O:36]1[CH2:41]CN(CCN)[CH2:38][CH2:37]1, predict the reaction product. The product is: [N:1]1[C:2]([C:10]2[CH:11]=[C:12]([CH:13]=[CH:14][CH:15]=2)[CH2:16][NH:17][C:29]([NH:31][CH2:32][CH2:33][N:34]2[CH2:35][CH2:41][O:36][CH2:37][CH2:38]2)=[O:30])=[CH:3][N:4]2[C:9]=1[CH:8]=[CH:7][CH:6]=[N:5]2.